Predict the product of the given reaction. From a dataset of Forward reaction prediction with 1.9M reactions from USPTO patents (1976-2016). (1) Given the reactants C1(C(=[N:14][C:15]2[CH:20]=[C:19]([C:21]([C:23]3[N:24]=[C:25]([CH:32]([CH3:34])[CH3:33])[N:26]4[CH:31]=[CH:30][N:29]=[CH:28][C:27]=34)=[O:22])[CH:18]=[CH:17][N:16]=2)C2C=CC=CC=2)C=CC=CC=1.C(O)(=O)CC(CC(O)=O)(C(O)=O)O, predict the reaction product. The product is: [NH2:14][C:15]1[CH:20]=[C:19]([C:21]([C:23]2[N:24]=[C:25]([CH:32]([CH3:34])[CH3:33])[N:26]3[CH:31]=[CH:30][N:29]=[CH:28][C:27]=23)=[O:22])[CH:18]=[CH:17][N:16]=1. (2) Given the reactants [CH3:1][O:2][C:3]([C:5]1[CH:10]=[CH:9][C:8]([CH3:11])=[CH:7][N:6]=1)=[O:4].C1C(=O)N([Br:19])C(=O)C1.CC(N=NC(C#N)(C)C)(C#N)C, predict the reaction product. The product is: [CH3:1][O:2][C:3]([C:5]1[CH:10]=[CH:9][C:8]([CH2:11][Br:19])=[CH:7][N:6]=1)=[O:4]. (3) The product is: [BrH:10].[Br:10][C:6]1[CH:5]=[C:4]([CH3:8])[C:3]([NH2:9])=[C:2]([Cl:1])[CH:7]=1. Given the reactants [Cl:1][C:2]1[CH:7]=[CH:6][CH:5]=[C:4]([CH3:8])[C:3]=1[NH2:9].[Br:10]Br, predict the reaction product.